Dataset: Full USPTO retrosynthesis dataset with 1.9M reactions from patents (1976-2016). Task: Predict the reactants needed to synthesize the given product. (1) Given the product [N:19]1[CH:20]=[CH:21][N:22]=[CH:23][C:18]=1[O:3][CH:4]1[CH2:5][CH2:6][N:7]([C:10]([O:12][C:13]([CH3:16])([CH3:15])[CH3:14])=[O:11])[CH2:8][CH2:9]1, predict the reactants needed to synthesize it. The reactants are: [H-].[Na+].[OH:3][CH:4]1[CH2:9][CH2:8][N:7]([C:10]([O:12][C:13]([CH3:16])([CH3:15])[CH3:14])=[O:11])[CH2:6][CH2:5]1.Cl[C:18]1[CH:23]=[N:22][CH:21]=[CH:20][N:19]=1. (2) Given the product [C:38]([OH:39])(=[O:41])[CH3:2].[F:1][C:2]1([F:12])[CH2:7][N:6]2[C:8]([NH2:11])=[N:9][C:17]([C:16]3[CH:24]=[CH:25][C:26]([F:27])=[C:14]([C:34]4[C:29]([F:28])=[N:30][CH:31]=[CH:32][CH:33]=4)[CH:15]=3)([C:18]3[CH:23]=[CH:22][N:21]=[CH:20][CH:19]=3)[C:5]2=[N:4][CH2:3]1, predict the reactants needed to synthesize it. The reactants are: [F:1][C:2]1([F:12])[CH2:7][N:6]2[C:8]([NH2:11])=[N:9]C[C:5]2=[N:4][CH2:3]1.Br[C:14]1[CH:15]=[C:16]([CH:24]=[CH:25][C:26]=1[F:27])[CH2:17][C:18]1[CH:23]=[CH:22][N:21]=[CH:20][CH:19]=1.[F:28][C:29]1[C:34](B(O)O)=[CH:33][CH:32]=[CH:31][N:30]=1.[C:38](=[O:41])([O-])[O-:39].[Cs+].[Cs+]. (3) The reactants are: [BH4-].[Li+].C([O:5][C:6](=O)[C@@H:7]([NH:14][S:15]([C:18]1[CH:23]=[CH:22][C:21]([Cl:24])=[CH:20][CH:19]=1)(=[O:17])=[O:16])[C@H:8]([CH3:13])[C:9]([F:12])([F:11])[F:10])C.Cl. Given the product [Cl:24][C:21]1[CH:22]=[CH:23][C:18]([S:15]([NH:14][C@H:7]([CH2:6][OH:5])[C@@H:8]([CH3:13])[C:9]([F:10])([F:11])[F:12])(=[O:17])=[O:16])=[CH:19][CH:20]=1, predict the reactants needed to synthesize it.